Dataset: Peptide-MHC class I binding affinity with 185,985 pairs from IEDB/IMGT. Task: Regression. Given a peptide amino acid sequence and an MHC pseudo amino acid sequence, predict their binding affinity value. This is MHC class I binding data. (1) The peptide sequence is SIEQNLTDT. The MHC is HLA-A02:03 with pseudo-sequence HLA-A02:03. The binding affinity (normalized) is 0.0125. (2) The peptide sequence is NQVIVNNLDK. The binding affinity (normalized) is 0.0507. The MHC is HLA-A03:01 with pseudo-sequence HLA-A03:01. (3) The peptide sequence is AYIDNYNKF. The MHC is HLA-B54:01 with pseudo-sequence HLA-B54:01. The binding affinity (normalized) is 0.0313.